Dataset: Catalyst prediction with 721,799 reactions and 888 catalyst types from USPTO. Task: Predict which catalyst facilitates the given reaction. (1) Reactant: Cl[C:2]1[CH:3]=[CH:4][C:5]2[N:6]([C:8]([CH2:11][O:12][C:13]3[C:22]4[C:17](=[CH:18][C:19]([O:23][CH3:24])=[CH:20][CH:21]=4)[N:16]=[CH:15][CH:14]=3)=[N:9][N:10]=2)[N:7]=1.[CH3:25][C:26]([OH:30])([C:28]#[CH:29])[CH3:27].C(N(CC)CC)C.C(#N)C. Product: [CH3:24][O:23][C:19]1[CH:18]=[C:17]2[C:22]([C:13]([O:12][CH2:11][C:8]3[N:6]4[N:7]=[C:2]([C:29]#[C:28][C:26]([CH3:27])([OH:30])[CH3:25])[CH:3]=[CH:4][C:5]4=[N:10][N:9]=3)=[CH:14][CH:15]=[N:16]2)=[CH:21][CH:20]=1. The catalyst class is: 205. (2) Reactant: Cl.[Cl:2][C:3]1[C:8]([F:9])=[CH:7][CH:6]=[CH:5][C:4]=1[CH:10]1[CH2:15][CH2:14][NH:13][CH2:12][CH2:11]1.[C:16]([O:20][C:21]([N:23]1[CH2:28][CH2:27][C:26]2[NH:29][N:30]=[C:31]([C:32](O)=[O:33])[C:25]=2[CH2:24]1)=[O:22])([CH3:19])([CH3:18])[CH3:17].C(N(C(C)C)CC)(C)C.CCN=C=NCCCN(C)C.C1C=CC2N(O)N=NC=2C=1. Product: [Cl:2][C:3]1[C:8]([F:9])=[CH:7][CH:6]=[CH:5][C:4]=1[CH:10]1[CH2:15][CH2:14][N:13]([C:32]([C:31]2[C:25]3[CH2:24][N:23]([C:21]([O:20][C:16]([CH3:19])([CH3:18])[CH3:17])=[O:22])[CH2:28][CH2:27][C:26]=3[NH:29][N:30]=2)=[O:33])[CH2:12][CH2:11]1. The catalyst class is: 18. (3) Reactant: Br[C:2]1[CH:3]=[C:4]2[C:10]([Cl:11])=[CH:9][NH:8][C:5]2=[N:6][CH:7]=1.[CH3:12][C:13]1([CH3:29])[C:17]([CH3:19])([CH3:18])[O:16][B:15]([B:15]2[O:16][C:17]([CH3:19])([CH3:18])[C:13]([CH3:29])([CH3:12])[O:14]2)[O:14]1.C([O-])(=O)C.[K+]. Product: [Cl:11][C:10]1[C:4]2[C:5](=[N:6][CH:7]=[C:2]([B:15]3[O:16][C:17]([CH3:19])([CH3:18])[C:13]([CH3:29])([CH3:12])[O:14]3)[CH:3]=2)[NH:8][CH:9]=1. The catalyst class is: 12.